From a dataset of Forward reaction prediction with 1.9M reactions from USPTO patents (1976-2016). Predict the product of the given reaction. (1) Given the reactants C(N(CC)C(C)C)(C)C.Cl.Cl.[CH3:12][C:13]1([CH3:18])[CH:15]([NH2:16])[CH:14]1[NH2:17].[F:19][C:20]1[CH:41]=[CH:40][CH:39]=[C:38]([F:42])[C:21]=1[CH2:22][O:23][C:24]1[C:25]2[N:26]([C:31]([C:35](O)=[O:36])=[C:32]([CH3:34])[N:33]=2)[CH:27]=[C:28]([CH3:30])[CH:29]=1.CN(C(ON1N=NC2C=CC=NC1=2)=[N+](C)C)C.F[P-](F)(F)(F)(F)F.C(O)(C(F)(F)F)=O, predict the reaction product. The product is: [NH2:16][CH:15]1[CH:14]([NH:17][C:35]([C:31]2[N:26]3[CH:27]=[C:28]([CH3:30])[CH:29]=[C:24]([O:23][CH2:22][C:21]4[C:38]([F:42])=[CH:39][CH:40]=[CH:41][C:20]=4[F:19])[C:25]3=[N:33][C:32]=2[CH3:34])=[O:36])[C:13]1([CH3:18])[CH3:12]. (2) Given the reactants [F:1][C:2]([F:32])([F:31])[S:3]([O:6][C:7]1[CH2:12][CH2:11][CH2:10][CH2:9][C:8]=1[C:13]1[CH:18]=[C:17](C(F)(F)F)[CH:16]=[CH:15][C:14]=1[O:23][CH2:24]C1C=CC=CC=1)(=[O:5])=[O:4].[Cl:33]C1C=CC(OC)=C(C2CCCCC2=O)C=1, predict the reaction product. The product is: [F:1][C:2]([F:32])([F:31])[S:3]([O:6][C:7]1[CH2:12][CH2:11][CH2:10][CH2:9][C:8]=1[C:13]1[CH:18]=[C:17]([Cl:33])[CH:16]=[CH:15][C:14]=1[O:23][CH3:24])(=[O:5])=[O:4]. (3) Given the reactants [CH2:1]([O:8][C:9]1[C:17]([O:18][CH3:19])=[CH:16][C:12]([CH:13]=[N:14]O)=[C:11]([I:20])[CH:10]=1)[C:2]1[CH:7]=[CH:6][CH:5]=[CH:4][CH:3]=1.C(N(CC)CC)C.FC(F)(F)C(OC(=O)C(F)(F)F)=O.Cl, predict the reaction product. The product is: [CH2:1]([O:8][C:9]1[C:17]([O:18][CH3:19])=[CH:16][C:12]([C:13]#[N:14])=[C:11]([I:20])[CH:10]=1)[C:2]1[CH:3]=[CH:4][CH:5]=[CH:6][CH:7]=1. (4) Given the reactants Br[C:2]1[CH:3]=[C:4]2[C:9](=[CH:10][CH:11]=1)[NH:8][C:7]([C:12]1[CH:17]=[CH:16][CH:15]=[CH:14][CH:13]=1)=[CH:6][C:5]2=[O:18].[CH:19]([Sn](CCCC)(CCCC)CCCC)=[CH2:20].CCOC(C)=O.O, predict the reaction product. The product is: [C:12]1([C:7]2[NH:8][C:9]3[C:4]([C:5](=[O:18])[CH:6]=2)=[CH:3][C:2]([CH:19]=[CH2:20])=[CH:11][CH:10]=3)[CH:17]=[CH:16][CH:15]=[CH:14][CH:13]=1.